Dataset: Reaction yield outcomes from USPTO patents with 853,638 reactions. Task: Predict the reaction yield, written as a fraction of the theoretical maximum amount of product (1.0 means a 100% yield; for example, 0.34 means a 34% yield). (1) The reactants are Cl[C:2]1[CH:7]=[C:6]([NH2:8])[CH:5]=[C:4]([N:9]2[CH2:14][CH2:13][O:12][CH2:11][CH2:10]2)[N:3]=1.[OH:15][CH:16]1[CH2:21][CH2:20][NH:19][CH2:18][CH2:17]1. The catalyst is CC(N(C)C)=O. The product is [NH2:8][C:6]1[CH:5]=[C:4]([N:9]2[CH2:14][CH2:13][O:12][CH2:11][CH2:10]2)[N:3]=[C:2]([N:19]2[CH2:20][CH2:21][CH:16]([OH:15])[CH2:17][CH2:18]2)[CH:7]=1. The yield is 0.307. (2) The reactants are [C:1]([N:4]([C@H:16]1[C:25]2[C:20](=[CH:21][CH:22]=[CH:23][CH:24]=2)[N:19]([C:26](=[O:35])[C:27]2[CH:32]=[CH:31][C:30]([O:33][CH3:34])=[CH:29][CH:28]=2)[C@@H:18]([CH3:36])[CH2:17]1)[C:5]1[CH:10]=[CH:9][C:8]([CH2:11][CH2:12][C:13](O)=[O:14])=[CH:7][CH:6]=1)(=[O:3])[CH3:2].C([N:40](C1C2C(=CC=CC=2)N(C(=O)C2C=CC(OC)=CC=2)C(C)C1)C1C=CC(CCC(O)=O)=CC=1)(=O)C.CN(C(ON1N=NC2C=CC=NC1=2)=[N+](C)C)C.F[P-](F)(F)(F)(F)F.C1C=CC2N(O)N=NC=2C=1.[NH4+].[Cl-].CCN(C(C)C)C(C)C. The catalyst is CN(C)C=O. The product is [C:1]([N:4]([C@H:16]1[C:25]2[C:20](=[CH:21][CH:22]=[CH:23][CH:24]=2)[N:19]([C:26](=[O:35])[C:27]2[CH:28]=[CH:29][C:30]([O:33][CH3:34])=[CH:31][CH:32]=2)[C@@H:18]([CH3:36])[CH2:17]1)[C:5]1[CH:10]=[CH:9][C:8]([CH2:11][CH2:12][C:13]([NH2:40])=[O:14])=[CH:7][CH:6]=1)(=[O:3])[CH3:2]. The yield is 0.820.